From a dataset of Catalyst prediction with 721,799 reactions and 888 catalyst types from USPTO. Predict which catalyst facilitates the given reaction. (1) Reactant: [CH2:1]([C:5]1[NH:10][C:9]([CH3:12])([CH3:11])[N:8]([C:13]2[CH:18]=[CH:17][C:16]([OH:19])=[CH:15][CH:14]=2)[C:7](=[O:20])[C:6]=1[CH2:21][C:22]1[CH:27]=[C:26]([CH2:28][CH2:29][CH3:30])[C:25]([O:31][Si:32]([C:35]([CH3:38])([CH3:37])[CH3:36])([CH3:34])[CH3:33])=[C:24]([CH2:39][CH2:40][CH3:41])[CH:23]=1)[CH2:2][CH2:3][CH3:4].C(=O)([O-])[O-].[K+].[K+].[CH2:48](I)[CH3:49]. Product: [CH2:1]([C:5]1[NH:10][C:9]([CH3:11])([CH3:12])[N:8]([C:13]2[CH:14]=[CH:15][C:16]([O:19][CH2:48][CH3:49])=[CH:17][CH:18]=2)[C:7](=[O:20])[C:6]=1[CH2:21][C:22]1[CH:23]=[C:24]([CH2:39][CH2:40][CH3:41])[C:25]([O:31][Si:32]([C:35]([CH3:38])([CH3:37])[CH3:36])([CH3:33])[CH3:34])=[C:26]([CH2:28][CH2:29][CH3:30])[CH:27]=1)[CH2:2][CH2:3][CH3:4]. The catalyst class is: 10. (2) Reactant: [OH-].[K+].[Br:3][CH2:4][CH2:5]Br.[C:7]([O:11][C:12]1[CH:17]=[CH:16][C:15]([OH:18])=[CH:14][CH:13]=1)([CH3:10])([CH3:9])[CH3:8].O. Product: [C:7]([O:11][C:12]1[CH:13]=[CH:14][C:15]([O:18][CH2:5][CH2:4][Br:3])=[CH:16][CH:17]=1)([CH3:10])([CH3:8])[CH3:9]. The catalyst class is: 254. (3) Reactant: [OH-].[Na+].[OH:3][C:4]1[CH:9]=[CH:8][C:7]([C:10]([C:13]2C=CC(O)=CC=2)([CH3:12])[CH3:11])=[CH:6][CH:5]=1. Product: [C:10]([C:7]1[CH:6]=[CH:5][C:4]([OH:3])=[CH:9][CH:8]=1)([CH3:13])([CH3:11])[CH3:12]. The catalyst class is: 6. (4) Reactant: [CH2:1]([C:3]1([CH2:7][OH:8])[CH2:6][O:5][CH2:4]1)[CH3:2].[CH3:9][C:10]1[CH:15]=[CH:14][C:13]([S:16](Cl)(=[O:18])=[O:17])=[CH:12][CH:11]=1. The catalyst class is: 79. Product: [CH2:1]([C:3]1([CH2:7][O:8][S:16]([C:13]2[CH:14]=[CH:15][C:10]([CH3:9])=[CH:11][CH:12]=2)(=[O:18])=[O:17])[CH2:6][O:5][CH2:4]1)[CH3:2]. (5) Reactant: [C:1]([O:6][CH3:7])(=[O:5])[C:2]([CH3:4])=[CH2:3].[C:8]([O:13][CH2:14][CH2:15][O:16][C:17](=[O:22])[CH2:18][C:19]([CH3:21])=[O:20])(=[O:12])[C:9]([CH3:11])=[CH2:10].N(C(C)(C)C#N)=NC(C)(C)C#N. Product: [CH3:4][C:2](=[CH2:3])[C:1]([O:6][CH3:7])=[O:5].[C:8]([O:13][CH2:14][CH2:15][O:16][C:17](=[O:22])[CH2:18][C:19]([CH3:21])=[O:20])(=[O:12])[C:9]([CH3:11])=[CH2:10]. The catalyst class is: 1. (6) Reactant: [NH2:1][C:2]1[C:3]([C:12]([C:14]2[CH:19]=[CH:18][C:17]([F:20])=[C:16]([Cl:21])[CH:15]=2)=O)=[CH:4][CH:5]=[C:6]2[C:11]=1[N:10]=[CH:9][CH:8]=[CH:7]2.[CH3:22][NH:23][S:24](Cl)(=[O:26])=[O:25].[BH4-].[Na+]. Product: [Cl:21][C:16]1[CH:15]=[C:14]([CH:12]2[C:3]3[CH:4]=[CH:5][C:6]4[C:11](=[N:10][CH:9]=[CH:8][CH:7]=4)[C:2]=3[NH:1][S:24](=[O:26])(=[O:25])[N:23]2[CH3:22])[CH:19]=[CH:18][C:17]=1[F:20]. The catalyst class is: 17.